From a dataset of Reaction yield outcomes from USPTO patents with 853,638 reactions. Predict the reaction yield, written as a fraction of the theoretical maximum amount of product (1.0 means a 100% yield; for example, 0.34 means a 34% yield). (1) The reactants are [Cl:1][C:2]1[C:3]([OH:14])=[CH:4][C:5]([O:12][CH3:13])=[C:6]([CH:11]=1)[C:7](OC)=[O:8].[H-].[H-].[H-].[H-].[Li+].[Al+3]. The catalyst is C1COCC1. The product is [Cl:1][C:2]1[CH:11]=[C:6]([CH2:7][OH:8])[C:5]([O:12][CH3:13])=[CH:4][C:3]=1[OH:14]. The yield is 0.340. (2) The reactants are [N:1]1[C:10]2[C:5](=[CH:6][CH:7]=[CH:8][CH:9]=2)[CH:4]=[C:3]([CH:11]=O)[CH:2]=1.CN.CO.CC(O)=O.[BH3-][C:22]#[N:23].[Na+]. The catalyst is CO. The product is [CH3:22][NH:23][CH2:11][C:3]1[CH:2]=[N:1][C:10]2[C:5]([CH:4]=1)=[CH:6][CH:7]=[CH:8][CH:9]=2. The yield is 0.240. (3) The reactants are I[CH2:2][C@H:3]([NH:14][C:15]([O:17][CH2:18][C:19]1[CH:24]=[CH:23][CH:22]=[CH:21][CH:20]=1)=[O:16])[CH2:4][CH2:5][NH:6][C:7](=[O:13])[O:8][C:9]([CH3:12])([CH3:11])[CH3:10].CCC(C)[BH-](C(C)CC)C(C)CC.[Na+]. The catalyst is C1COCC1. The product is [CH2:5]([NH:6][C:7](=[O:13])[O:8][C:9]([CH3:12])([CH3:11])[CH3:10])[CH2:4][CH:3]([NH:14][C:15](=[O:16])[O:17][CH2:18][C:19]1[CH:24]=[CH:23][CH:22]=[CH:21][CH:20]=1)[CH3:2]. The yield is 0.790.